From a dataset of Full USPTO retrosynthesis dataset with 1.9M reactions from patents (1976-2016). Predict the reactants needed to synthesize the given product. (1) Given the product [CH2:35]([C@@H:14]1[C@@H:13]([OH:42])[C@H:12]([CH3:11])[O:22][C:20](=[O:21])[C@@H:19]([NH:23][C:24]([C:26]2[C:31]([OH:32])=[C:30]([O:33][CH3:34])[CH:29]=[CH:28][N:27]=2)=[O:25])[CH2:18][O:17][C:15]1=[O:16])[C:36]1[CH:37]=[CH:38][CH:39]=[CH:40][CH:41]=1, predict the reactants needed to synthesize it. The reactants are: [H-].C([Al+]CC(C)C)C(C)C.[CH3:11][C@@H:12]1[O:22][C:20](=[O:21])[C@@H:19]([NH:23][C:24]([C:26]2[C:31]([OH:32])=[C:30]([O:33][CH3:34])[CH:29]=[CH:28][N:27]=2)=[O:25])[CH2:18][O:17][C:15](=[O:16])[C@H:14]([CH2:35][C:36]2[CH:41]=[CH:40][CH:39]=[CH:38][CH:37]=2)[C@H:13]1[O:42]C(C(C)C)=O. (2) The reactants are: C(OC([NH:8][C@H:9]1[CH2:14][C@@H:13]([CH3:15])[CH2:12][N:11]([C:16]2[CH:21]=[CH:20][N:19]=[CH:18][C:17]=2[NH:22][C:23]([C:25]2[C:34]([NH:35]C(=O)OCC3C=CC=CC=3)=[CH:33][C:32]3[C:27](=[CH:28][C:29]([N:46]4[CH2:51][CH2:50][N:49]([CH3:52])[CH2:48][CH2:47]4)=[CH:30][CH:31]=3)[N:26]=2)=[O:24])[CH2:10]1)=O)(C)(C)C.Br. Given the product [NH2:35][C:34]1[C:25]([C:23]([NH:22][C:17]2[CH:18]=[N:19][CH:20]=[CH:21][C:16]=2[N:11]2[CH2:12][C@H:13]([CH3:15])[CH2:14][C@H:9]([NH2:8])[CH2:10]2)=[O:24])=[N:26][C:27]2[C:32]([CH:33]=1)=[CH:31][CH:30]=[C:29]([N:46]1[CH2:51][CH2:50][N:49]([CH3:52])[CH2:48][CH2:47]1)[CH:28]=2, predict the reactants needed to synthesize it. (3) The reactants are: [NH2:1][C:2]1[C:7](Br)=[CH:6][C:5]([N+:9]([O-:11])=[O:10])=[CH:4][N:3]=1.[CH3:12][Si:13]([C:16]#[CH:17])([CH3:15])[CH3:14].C(N(CC)CC)C. Given the product [N+:9]([C:5]1[CH:6]=[C:7]([C:17]#[C:16][Si:13]([CH3:15])([CH3:14])[CH3:12])[C:2]([NH2:1])=[N:3][CH:4]=1)([O-:11])=[O:10], predict the reactants needed to synthesize it. (4) Given the product [Cl:1][C:2]1[C:7]([NH:8][C:9]2[NH:13][C:12]3[C:14]4[CH2:15][C:16]([CH3:25])([CH3:26])[O:17][C:18]=4[C:19]([C:21]([NH:33][C:32]4[CH:34]=[CH:35][CH:36]=[C:30]([C:29]([F:28])([F:37])[F:38])[CH:31]=4)=[O:23])=[CH:20][C:11]=3[N:10]=2)=[C:6]([CH3:27])[CH:5]=[CH:4][N:3]=1, predict the reactants needed to synthesize it. The reactants are: [Cl:1][C:2]1[C:7]([NH:8][C:9]2[NH:13][C:12]3[C:14]4[CH2:15][C:16]([CH3:26])([CH3:25])[O:17][C:18]=4[C:19]([C:21]([O:23]C)=O)=[CH:20][C:11]=3[N:10]=2)=[C:6]([CH3:27])[CH:5]=[CH:4][N:3]=1.[F:28][C:29]([F:38])([F:37])[C:30]1[CH:31]=[C:32]([CH:34]=[CH:35][CH:36]=1)[NH2:33].C[Al](C)C. (5) Given the product [Si:25]([O:24][C@@H:42]1[CH2:47][CH2:46][CH2:45][C@H:44]([CH2:48][CH:49]=[C:9]([CH2:17][CH3:18])[C:10]([O:12][C:13]([CH3:14])([CH3:15])[CH3:16])=[O:11])[CH2:43]1)([C:38]([CH3:41])([CH3:40])[CH3:39])([C:26]1[CH:27]=[CH:28][CH:29]=[CH:30][CH:31]=1)[C:32]1[CH:37]=[CH:36][CH:35]=[CH:34][CH:33]=1, predict the reactants needed to synthesize it. The reactants are: C(OP([CH:9]([CH2:17][CH3:18])[C:10]([O:12][C:13]([CH3:16])([CH3:15])[CH3:14])=[O:11])(OCC)=O)C.C([Li])CCC.[O:24]([C@@H:42]1[CH2:47][CH2:46][CH2:45][C@H:44]([CH2:48][CH:49]=O)[CH2:43]1)[Si:25]([C:38]([CH3:41])([CH3:40])[CH3:39])([C:32]1[CH:37]=[CH:36][CH:35]=[CH:34][CH:33]=1)[C:26]1[CH:31]=[CH:30][CH:29]=[CH:28][CH:27]=1.O. (6) Given the product [Br:8][C:5]1[CH:6]=[CH:7][C:2]2[NH:1][C:10]([C:11]([NH:14][C:15](=[O:24])[O:16][CH2:17][C:18]3[CH:23]=[CH:22][CH:21]=[CH:20][CH:19]=3)([CH3:13])[CH3:12])=[N:9][C:3]=2[CH:4]=1, predict the reactants needed to synthesize it. The reactants are: [NH2:1][C:2]1[CH:7]=[CH:6][C:5]([Br:8])=[CH:4][C:3]=1[NH:9][C:10](=O)[C:11]([NH:14][C:15](=[O:24])[O:16][CH2:17][C:18]1[CH:23]=[CH:22][CH:21]=[CH:20][CH:19]=1)([CH3:13])[CH3:12].CC1C=CC(S(O)(=O)=O)=CC=1. (7) The reactants are: [CH:1](=O)[C:2]1[CH:7]=[CH:6][CH:5]=[CH:4][CH:3]=1.[OH:9][CH2:10][CH:11]([CH2:13][OH:14])[OH:12].C12(CS(O)(=O)=O)C(C)(C)C(CC1)CC2=O.[H-].[Na+].[Br:32][C:33]1[CH:40]=[CH:39][C:36]([CH2:37]Br)=[CH:35][CH:34]=1. Given the product [Br:32][C:33]1[CH:40]=[CH:39][C:36]([CH2:37][O:12][CH:11]2[CH2:13][O:14][CH:1]([C:2]3[CH:7]=[CH:6][CH:5]=[CH:4][CH:3]=3)[O:9][CH2:10]2)=[CH:35][CH:34]=1, predict the reactants needed to synthesize it. (8) Given the product [NH2:7][C:8]1[N:13]2[N:14]=[CH:15][C:16]([CH:17]3[C:26](=[O:27])[C:25]4[C:20](=[CH:21][CH:22]=[CH:23][CH:24]=4)[NH:19][C:18]3=[O:28])=[C:12]2[N:11]=[C:10]([N:29]2[CH2:30][CH2:31][S:32][CH2:33][CH2:34]2)[C:9]=1[C:35]#[N:36], predict the reactants needed to synthesize it. The reactants are: C[Si](C)(C)CCOC[N:7](COCC[Si](C)(C)C)[C:8]1[N:13]2[N:14]=[CH:15][C:16]([CH:17]3[C:26](=[O:27])[C:25]4[C:20](=[CH:21][CH:22]=[CH:23][CH:24]=4)[NH:19][C:18]3=[O:28])=[C:12]2[N:11]=[C:10]([N:29]2[CH2:34][CH2:33][S:32][CH2:31][CH2:30]2)[C:9]=1[C:35]#[N:36].Cl.